This data is from Experimentally validated miRNA-target interactions with 360,000+ pairs, plus equal number of negative samples. The task is: Binary Classification. Given a miRNA mature sequence and a target amino acid sequence, predict their likelihood of interaction. (1) The protein sequence of the target gene is MPDPAKSAPAPKKGSKKAVTKVQKKDGKKRKRSRKESYSVYVYKVLKQVHPDTGISSKAMGIMNSFVNDIFERIAGEASRLAHYNKRSTITSREIQTAVRLLLPGELAKHAVSEGTKAVTKYTSSK. The miRNA is hsa-miR-25-3p with sequence CAUUGCACUUGUCUCGGUCUGA. Result: 1 (interaction). (2) The protein sequence of the target gene is MAQAGRTGYDNREIVMKYIHYKLSQRGYEWDTGDEDSAPLRAAPTPGIFSFQPESNRTPAVHRDTAARTSPLRPLVANAGPALSPVPPVVHLTLRRAGDDFSRRYRRDFAEMSSQLHLTPFTARGRFATVVEELFRDGVNWGRIVAFFEFGGVMCVESVNREMSPLVDNIALWMTEYLNRHLHTWIQDNGGWDAFVELYGPSMRPLFDFSWLSLKTLLSLALVGACITLGAYLGHK. Result: 1 (interaction). The miRNA is rno-miR-16-5p with sequence UAGCAGCACGUAAAUAUUGGCG. (3) The miRNA is hsa-miR-24-2-5p with sequence UGCCUACUGAGCUGAAACACAG. The protein sequence of the target gene is MGNCHTVGPNEALVVSGGCCGSDYKQYVFGGWAWAWWCISDTQRISLEIMTLQPRCEDVETAEGVALTVTGVAQVKIMTEKELLAVACEQFLGKNVQDIKNVVLQTLEGHLRSILGTLTVEQIYQDRDQFAKLVREVAAPDVGRMGIEILSFTIKDVYDKVDYLSSLGKTQTAVVQRDADIGVAEAERDAGIREAECKKEMLDVKFMADTKIADSKRAFELQKSAFSEEVNIKTAEAQLAYELQGAREQQKIRQEEIEIEVVQRKKQIAVEAQEILRTDKELIATVRRPAEAEAHRIQQI.... Result: 0 (no interaction). (4) The miRNA is hsa-miR-6819-3p with sequence AAGCCUCUGUCCCCACCCCAG. The protein sequence of the target gene is MAAIRKKLVIVGDGACGKTCLLIVFSKDQFPEVYVPTVFENYVADIEVDGKQVELALWDTAGQEDYDRLRPLSYPDTDVILMCFSIDSPDSLENIPEKWTPEVKHFCPNVPIILVGNKKDLRNDEHTRRELAKMKQEPVKPEEGRDMANRIGAFGYMECSAKTKDGVREVFEMATRAALQARRGKKKSGCLIL. Result: 0 (no interaction). (5) The miRNA is dme-miR-79-3p with sequence UAAAGCUAGAUUACCAAAGCAU. The protein sequence of the target gene is MGKKQNKKKVEEVLEEEEEEYVVEKVLDRRVVKGKVEYLLKWKGFSDEDNTWEPEENLDCPDLIAEFLQSQKTAHETDKSEGGKRKADSDSEDKGEESKPKKKKEESEKPRGFARGLEPERIIGATDSSGELMFLMKWKNSDEADLVPAKEANVKCPQVVISFYEERLTWHSYPSEDDDKKDDKN. Result: 0 (no interaction). (6) The miRNA is bmo-miR-281-3p with sequence ACUGUCAUGGAGUUGCUCUCUU. The protein sequence of the target gene is MTILFLTMVISYFGCMKAAPMKEANVHGQGNLAYPAVRTHGTLESVNGPRAGSRGLTTTSLADTFEHVIEELLDEDQKVRPNEENHKDADLYTSRVMLSSQVPLEPPLLFLLEEYKNYLDAANMSMRVRRHSDPARRGELSVCDSISEWVTAADKKTAVDMSGGTVTVLEKVPVSKGQLKQYFYETKCNPMGYTKEGCRGIDKRHWNSQCRTTQSYVRALTMDSKKRIGWRFIRIDTSCVCTLTIKRGR. Result: 0 (no interaction). (7) The miRNA is hsa-miR-147a with sequence GUGUGUGGAAAUGCUUCUGC. The protein sequence of the target gene is MGANASNYPHSCSPRVGGNSQAQQTFIGTSSYSQQGYGCESKLYSLDHGHEKPQDKKKRTSGLATLKKKFIKRRKSNRSADHAKQMRELLSGWDVRDVNALVEEYEGTSALKELSLQASLARPEARTLQKDMADLYEDKYCTDVDLIFQETCFPVHRAILAARCPFFKTLLSSSPEYGAEIIMDISTAGIDMPMFSALLHYLYTGEFGMEDSRFQNVDILVQLSEEFGTPNPLDVDMRGLFDYMCYYDVVLSFSSDSELVEAFGGNQNCLDEELKAHKAIISARSPFFRNLLQRRIRTGE.... Result: 0 (no interaction). (8) The miRNA is hsa-miR-1306-3p with sequence ACGUUGGCUCUGGUGGUG. The protein sequence of the target gene is MPLKWKTSSPAIWKFPVPVLKTSRSTPLSPAYISLVEEEDQHMKLSLGGSEMGLSSHLQSSKAGPTRIFTSNTHSSVVLQGFDQLRLEGLLCDVTLMPGDTDDAFPVHRVMMASASDYFKAMFTGGMKEQDLMCIKLHGVSKVGLRKIIDFIYTAKLSLNMDNLQDTLEAASFLQILPVLDFCKVFLISGVTLDNCVEVGRIANTYNLTEVDKYVNSFVLKNFPALLSTGEFLKLPFERLAFVLSSNSLKHCTELELFKATCRWLRLEEPRMDFAAKLMKNIRFPLMTPQELINYVQTVD.... Result: 0 (no interaction).